Dataset: Full USPTO retrosynthesis dataset with 1.9M reactions from patents (1976-2016). Task: Predict the reactants needed to synthesize the given product. (1) The reactants are: C([O:3][C:4](=[O:19])[CH:5]=[C:6]1[C:18]2[CH:17]=[CH:16][CH:15]=[CH:14][C:13]=2[C:12]2[C:7]1=[CH:8][CH:9]=[CH:10][CH:11]=2)C.[OH-].[Na+]. Given the product [CH:17]1[C:18]2[C:6](=[CH:5][C:4]([OH:19])=[O:3])[C:7]3[C:12](=[CH:11][CH:10]=[CH:9][CH:8]=3)[C:13]=2[CH:14]=[CH:15][CH:16]=1, predict the reactants needed to synthesize it. (2) Given the product [C:51](=[O:52])([S:53][CH:33]1[CH2:38][CH2:37][CH:36]([N:39]2[C:47](=[O:48])[C:46]3[C:41](=[CH:42][CH:43]=[CH:44][CH:45]=3)[C:40]2=[O:49])[CH2:35][CH2:34]1)[CH3:50], predict the reactants needed to synthesize it. The reactants are: C1C=CC(P(C2C=CC=CC=2)C2C=CC=CC=2)=CC=1.CCOC(/N=N/C(OCC)=O)=O.O[CH:33]1[CH2:38][CH2:37][CH:36]([N:39]2[C:47](=[O:48])[C:46]3[C:41](=[CH:42][CH:43]=[CH:44][CH:45]=3)[C:40]2=[O:49])[CH2:35][CH2:34]1.[CH3:50][C:51]([SH:53])=[O:52]. (3) Given the product [F:19][C:20]1[CH:21]=[C:22]([CH:33]=[C:34]([F:36])[CH:35]=1)[CH2:23][NH:24][C:25](=[O:32])[CH:26]([O:30][CH3:31])[C:27]([NH:1][CH:2]1[C:8](=[O:9])[N:7]([CH3:10])[C:6]2[CH:11]=[CH:12][CH:13]=[CH:14][C:5]=2[C:4]2[CH:15]=[CH:16][CH:17]=[CH:18][C:3]1=2)=[O:28], predict the reactants needed to synthesize it. The reactants are: [NH2:1][CH:2]1[C:8](=[O:9])[N:7]([CH3:10])[C:6]2[CH:11]=[CH:12][CH:13]=[CH:14][C:5]=2[C:4]2[CH:15]=[CH:16][CH:17]=[CH:18][C:3]1=2.[F:19][C:20]1[CH:21]=[C:22]([CH:33]=[C:34]([F:36])[CH:35]=1)[CH2:23][NH:24][C:25](=[O:32])[CH:26]([O:30][CH3:31])[C:27](O)=[O:28]. (4) The reactants are: [CH:1]12[CH2:7][NH:6][CH:5]1[CH2:4][N:3](C1C=NC3C(=CC=CC=3)N=1)[CH2:2]2.Cl[C:19]1[N:24]=[C:23]([C:25]2[CH:30]=[CH:29][CH:28]=[CH:27][CH:26]=2)[CH:22]=[CH:21][N:20]=1. Given the product [C:25]1([C:23]2[CH:22]=[CH:21][N:20]=[C:19]([N:3]3[CH2:4][CH:5]4[CH:1]([CH2:7][NH:6]4)[CH2:2]3)[N:24]=2)[CH:30]=[CH:29][CH:28]=[CH:27][CH:26]=1, predict the reactants needed to synthesize it. (5) Given the product [C:3]([CH2:5][C:6]([N:8]1[CH2:13][CH2:12][CH2:11][C@@H:10]([NH:14][C:15]2[C:20]([C:21]([OH:23])=[O:22])=[CH:19][N:18]=[C:17]([C:26]3[N:30]4[CH:31]=[C:32]([F:35])[CH:33]=[CH:34][C:29]4=[N:28][CH:27]=3)[N:16]=2)[CH2:9]1)=[O:7])#[N:4], predict the reactants needed to synthesize it. The reactants are: [OH-].[Li+].[C:3]([CH2:5][C:6]([N:8]1[CH2:13][CH2:12][CH2:11][C@@H:10]([NH:14][C:15]2[C:20]([C:21]([O:23]CC)=[O:22])=[CH:19][N:18]=[C:17]([C:26]3[N:30]4[CH:31]=[C:32]([F:35])[CH:33]=[CH:34][C:29]4=[N:28][CH:27]=3)[N:16]=2)[CH2:9]1)=[O:7])#[N:4]. (6) Given the product [C:13]([N:6]1[CH2:5][CH2:4][NH:3][CH:2]([CH3:1])[CH2:7]1)([O:12][C:8]([CH3:11])([CH3:10])[CH3:9])=[O:14], predict the reactants needed to synthesize it. The reactants are: [CH3:1][CH:2]1[CH2:7][NH:6][CH2:5][CH2:4][NH:3]1.[C:8]([O:12][C:13](O[C:13]([O:12][C:8]([CH3:11])([CH3:10])[CH3:9])=[O:14])=[O:14])([CH3:11])([CH3:10])[CH3:9].